This data is from Catalyst prediction with 721,799 reactions and 888 catalyst types from USPTO. The task is: Predict which catalyst facilitates the given reaction. Reactant: [H-].[H-].[H-].[H-].[Li+].[Al+3].C([O:9][C:10](=O)[CH2:11][C:12]1[C:16]2[CH:17]=[CH:18][CH:19]=[CH:20][C:15]=2[O:14][CH:13]=1)C. Product: [O:14]1[C:15]2[CH:20]=[CH:19][CH:18]=[CH:17][C:16]=2[C:12]([CH2:11][CH2:10][OH:9])=[CH:13]1. The catalyst class is: 1.